Dataset: Reaction yield outcomes from USPTO patents with 853,638 reactions. Task: Predict the reaction yield, written as a fraction of the theoretical maximum amount of product (1.0 means a 100% yield; for example, 0.34 means a 34% yield). (1) The reactants are [CH3:1][O:2][C:3]1[CH:8]=[CH:7][C:6]([C@@H:9]([NH:11][C@@H:12]2[C:17]3=[N:18][CH:19]=[CH:20][CH:21]=[C:16]3[O:15][CH2:14][CH2:13]2)[CH3:10])=[CH:5][CH:4]=1.C=O.[C:24](O)(=O)C.C(O[BH-](OC(=O)C)OC(=O)C)(=O)C.[Na+]. The yield is 0.750. The catalyst is ClCCCl.ClCCl. The product is [CH3:24][N:11]([C@H:9]([C:6]1[CH:7]=[CH:8][C:3]([O:2][CH3:1])=[CH:4][CH:5]=1)[CH3:10])[C@@H:12]1[C:17]2=[N:18][CH:19]=[CH:20][CH:21]=[C:16]2[O:15][CH2:14][CH2:13]1. (2) The reactants are [Cl:1][C:2]1[CH:11]=[CH:10][C:9]2[C:4](=[CH:5][C:6]([C:12]([O:14]CC)=[O:13])=[CH:7][CH:8]=2)[N:3]=1.[OH-].[Li+]. The catalyst is O1CCCC1. The product is [Cl:1][C:2]1[CH:11]=[CH:10][C:9]2[C:4](=[CH:5][C:6]([C:12]([OH:14])=[O:13])=[CH:7][CH:8]=2)[N:3]=1. The yield is 0.920. (3) The reactants are COC[O:4][C:5]1[CH:13]=[CH:12][C:8]2[O:9][CH2:10][O:11][C:7]=2[CH:6]=1.[Li]CCCC.[Cl:19]C(Cl)(Cl)C(Cl)(Cl)Cl.Cl. The catalyst is C1COCC1.CCCCCC.O.CO.C(Cl)Cl.CCCCCC. The product is [Cl:19][C:6]1[C:7]2[O:11][CH2:10][O:9][C:8]=2[CH:12]=[CH:13][C:5]=1[OH:4]. The yield is 0.530. (4) The reactants are Cl[C:2]1[N:11]=[C:10]([N:12]([C:14]2[CH:19]=[CH:18][C:17]([O:20][CH3:21])=[CH:16][CH:15]=2)[CH3:13])[C:9]2[C:4](=[CH:5][CH:6]=[CH:7][CH:8]=2)[N:3]=1.[CH3:22][NH:23][CH3:24].CO. No catalyst specified. The product is [CH3:22][N:23]([CH3:24])[C:2]1[N:11]=[C:10]([N:12]([C:14]2[CH:19]=[CH:18][C:17]([O:20][CH3:21])=[CH:16][CH:15]=2)[CH3:13])[C:9]2[C:4](=[CH:5][CH:6]=[CH:7][CH:8]=2)[N:3]=1. The yield is 0.830. (5) The reactants are [Cl:1][C:2]1[N:7]=[C:6]([Cl:8])[CH:5]=[CH:4][N:3]=1.Cl.[CH2:10]([NH2:12])[CH3:11].C([N:15]([CH2:18]C)[CH2:16][CH3:17])C.O. The catalyst is C(O)CCC. The product is [Cl:1][C:2]1[N:7]=[C:6]([NH:12][CH2:10][CH3:11])[CH:5]=[CH:4][N:3]=1.[Cl:8][C:6]1[CH:5]=[CH:4][N:3]=[C:18]([NH:15][CH2:16][CH3:17])[N:7]=1. The yield is 0.490.